This data is from Forward reaction prediction with 1.9M reactions from USPTO patents (1976-2016). The task is: Predict the product of the given reaction. (1) Given the reactants [CH3:1][O-].[Na+].CS([O:8][CH2:9][CH2:10][CH:11]1[CH2:16][N:15]([C:17]2[CH:22]=[CH:21][C:20]([N+:23]([O-:25])=[O:24])=[C:19]([O:26][CH:27]([CH3:29])[CH3:28])[CH:18]=2)[CH2:14][CH2:13][N:12]1[CH3:30])(=O)=O, predict the reaction product. The product is: [CH3:1][O:8][CH2:9][CH2:10][CH:11]1[CH2:16][N:15]([C:17]2[CH:22]=[CH:21][C:20]([N+:23]([O-:25])=[O:24])=[C:19]([O:26][CH:27]([CH3:29])[CH3:28])[CH:18]=2)[CH2:14][CH2:13][N:12]1[CH3:30]. (2) The product is: [F:21][C:16]1[C:17]([NH:19][CH3:20])=[CH:18][C:11]2[O:10][CH2:9][NH:8][C:13](=[O:14])[C:12]=2[CH:15]=1. Given the reactants COC1C=CC(C[N:8]2[C:13](=[O:14])[C:12]3[CH:15]=[C:16]([F:21])[C:17]([NH:19][CH3:20])=[CH:18][C:11]=3[O:10][CH2:9]2)=CC=1.FC(F)(F)C(O)=O, predict the reaction product. (3) Given the reactants [F:1][C:2]1[CH:7]=[CH:6][C:5]([NH:8][C:9]([C:11]2([C:14]([NH:16][C:17]3[CH:22]=[CH:21][C:20]([OH:23])=[CH:19][C:18]=3[F:24])=[O:15])[CH2:13][CH2:12]2)=[O:10])=[CH:4][CH:3]=1.CC(C)([O-:28])C.[K+].Cl[C:32]1[CH:37]=[CH:36][N:35]=[C:34]([CH2:38][NH-:39])[CH:33]=1, predict the reaction product. The product is: [F:24][C:18]1[CH:19]=[C:20]([CH:21]=[CH:22][C:17]=1[NH:16][C:14]([C:11]1([C:9](=[O:10])[NH:8][C:5]2[CH:4]=[CH:3][C:2]([F:1])=[CH:7][CH:6]=2)[CH2:13][CH2:12]1)=[O:15])[O:23][C:32]1[CH:37]=[CH:36][N:35]=[C:34]([C:38]([NH2:39])=[O:28])[CH:33]=1. (4) The product is: [OH:15][C@H:13]1[CH2:14][N:10]([C:8](=[O:9])[C@@H:7]([NH:6][C:4](=[O:5])[C@@H:3]([NH:2][C:40](=[O:41])[CH2:39][O:38][CH3:37])[CH2:33][CH:34]([CH3:36])[CH3:35])[CH3:32])[C@H:11]([C:16]([NH:18][CH2:19][C:20]2[CH:25]=[CH:24][C:23]([C:26]3[S:30][CH:29]=[N:28][C:27]=3[CH3:31])=[CH:22][CH:21]=2)=[O:17])[CH2:12]1. Given the reactants Cl.[NH2:2][C@@H:3]([CH2:33][CH:34]([CH3:36])[CH3:35])[C:4]([NH:6][C@@H:7]([CH3:32])[C:8]([N:10]1[CH2:14][C@H:13]([OH:15])[CH2:12][C@H:11]1[C:16]([NH:18][CH2:19][C:20]1[CH:25]=[CH:24][C:23]([C:26]2[S:30][CH:29]=[N:28][C:27]=2[CH3:31])=[CH:22][CH:21]=1)=[O:17])=[O:9])=[O:5].[CH3:37][O:38][CH2:39][C:40](O)=[O:41].CCN(C(C)C)C(C)C.CN(C(ON1N=NC2C=CC=NC1=2)=[N+](C)C)C.F[P-](F)(F)(F)(F)F, predict the reaction product. (5) The product is: [O:7]=[C:8]1[CH2:9][CH2:10][CH:1]([C:2]([Cl:4])=[O:3])[CH2:12]1. Given the reactants [C:1](Cl)(=O)[C:2]([Cl:4])=[O:3].[O:7]=[C:8]1[CH2:12]C[CH:10](C(O)=O)[CH2:9]1, predict the reaction product. (6) Given the reactants Cl.[OH:2][C@H:3]1[CH2:7][NH:6][C@H:5]([C:8]([O:10][CH3:11])=[O:9])[CH2:4]1.[CH2:12]([N:14](CC)CC)[CH3:13].BrCC#N, predict the reaction product. The product is: [C:12]([CH2:13][N:6]1[CH2:7][C@H:3]([OH:2])[CH2:4][C@H:5]1[C:8]([O:10][CH3:11])=[O:9])#[N:14].